This data is from Peptide-MHC class I binding affinity with 185,985 pairs from IEDB/IMGT. The task is: Regression. Given a peptide amino acid sequence and an MHC pseudo amino acid sequence, predict their binding affinity value. This is MHC class I binding data. (1) The peptide sequence is YLKDQQLL. The MHC is HLA-A30:02 with pseudo-sequence HLA-A30:02. The binding affinity (normalized) is 0.00666. (2) The peptide sequence is YYCKSHKPPI. The MHC is HLA-A24:02 with pseudo-sequence HLA-A24:02. The binding affinity (normalized) is 0.513. (3) The peptide sequence is HTTERGGRAY. The MHC is HLA-A01:01 with pseudo-sequence HLA-A01:01. The binding affinity (normalized) is 0.540. (4) The binding affinity (normalized) is 0. The peptide sequence is KPKFCLIDGM. The MHC is HLA-B51:01 with pseudo-sequence HLA-B51:01. (5) The peptide sequence is AQNAISTTF. The MHC is HLA-A02:06 with pseudo-sequence HLA-A02:06. The binding affinity (normalized) is 0.820. (6) The MHC is HLA-A03:01 with pseudo-sequence HLA-A03:01. The binding affinity (normalized) is 0.0847. The peptide sequence is NLPSKPVWL. (7) The peptide sequence is LPVEYLQVP. The MHC is HLA-A02:16 with pseudo-sequence HLA-A02:16. The binding affinity (normalized) is 0.0847. (8) The peptide sequence is ALIFILLTA. The MHC is HLA-A02:17 with pseudo-sequence HLA-A02:17. The binding affinity (normalized) is 0. (9) The binding affinity (normalized) is 0.440. The MHC is HLA-A68:02 with pseudo-sequence HLA-A68:02. The peptide sequence is MMNITRLEVI.